Dataset: Catalyst prediction with 721,799 reactions and 888 catalyst types from USPTO. Task: Predict which catalyst facilitates the given reaction. (1) Reactant: [C:1]([O:5][C:6]([N:8]1[C@H:13]([CH2:14][N:15]=[N+]=[N-])[CH2:12][C@@H:11]2[C@H:9]1[CH2:10]2)=[O:7])([CH3:4])([CH3:3])[CH3:2]. Product: [C:1]([O:5][C:6]([N:8]1[C@H:13]([CH2:14][NH2:15])[CH2:12][C@@H:11]2[C@H:9]1[CH2:10]2)=[O:7])([CH3:4])([CH3:3])[CH3:2]. The catalyst class is: 1. (2) Reactant: Cl.[C:2]([N:6]([C:8]1([C:14]2[CH:19]=[CH:18][CH:17]=[CH:16][CH:15]=2)[CH2:13][CH2:12][NH:11][CH2:10][CH2:9]1)[CH3:7])(=[O:5])[CH:3]=[CH2:4].Cl.[C:21]([N:29]1[CH2:34][CH2:33][CH2:32][C:31]([C:51]2[CH:56]=[CH:55][C:54]([Cl:57])=[C:53]([Cl:58])[CH:52]=2)([CH2:35][CH2:36][CH2:37]N2CCC(C(N3CCCC3)=O)CC2)[CH2:30]1)(=[O:28])[C:22]1[CH:27]=[CH:26][CH:25]=[CH:24][CH:23]=1.C([O-])([O-])=O.[K+].[K+].Cl. Product: [ClH:57].[C:2]([N:6]([C:8]1([C:14]2[CH:19]=[CH:18][CH:17]=[CH:16][CH:15]=2)[CH2:9][CH2:10][N:11]([CH2:37][CH2:36][CH2:35][C:31]2([C:51]3[CH:56]=[CH:55][C:54]([Cl:57])=[C:53]([Cl:58])[CH:52]=3)[CH2:32][CH2:33][CH2:34][N:29]([C:21](=[O:28])[C:22]3[CH:27]=[CH:26][CH:25]=[CH:24][CH:23]=3)[CH2:30]2)[CH2:12][CH2:13]1)[CH3:7])(=[O:5])[CH:3]=[CH2:4]. The catalyst class is: 735. (3) Reactant: [N:1]1([C:6]2[CH:38]=[CH:37][C:9]([C:10]([NH:12][C@@H:13]([CH2:18][N:19]([C:30]([O:32][C:33]([CH3:36])([CH3:35])[CH3:34])=[O:31])[C@@H:20]3[CH2:22][C@H:21]3[C:23]3[CH:28]=[CH:27][C:26]([F:29])=[CH:25][CH:24]=3)[C:14]([O:16]C)=[O:15])=[O:11])=[CH:8][CH:7]=2)[CH:5]=[CH:4][CH:3]=[N:2]1.O.[OH-].[Li+].Cl. Product: [N:1]1([C:6]2[CH:38]=[CH:37][C:9]([C:10]([NH:12][C@@H:13]([CH2:18][N:19]([C:30]([O:32][C:33]([CH3:34])([CH3:36])[CH3:35])=[O:31])[C@@H:20]3[CH2:22][C@H:21]3[C:23]3[CH:24]=[CH:25][C:26]([F:29])=[CH:27][CH:28]=3)[C:14]([OH:16])=[O:15])=[O:11])=[CH:8][CH:7]=2)[CH:5]=[CH:4][CH:3]=[N:2]1. The catalyst class is: 30. (4) Reactant: [CH3:1][O:2][C:3](=[O:14])[CH2:4][CH2:5][C:6]([N:8]1[CH2:13][CH:12]2[CH:10]([NH:11]2)[CH2:9]1)=[O:7].C(=O)(O)[O-].[Na+].[CH:20]([C:23]1[CH:28]=[C:27]([CH:29]([CH3:31])[CH3:30])[CH:26]=[C:25]([CH:32]([CH3:34])[CH3:33])[C:24]=1[S:35](Cl)(=[O:37])=[O:36])([CH3:22])[CH3:21]. Product: [CH3:1][O:2][C:3](=[O:14])[CH2:4][CH2:5][C:6](=[O:7])[N:8]1[CH2:9][CH:10]2[CH:12]([N:11]2[S:35]([C:24]2[C:25]([CH:32]([CH3:33])[CH3:34])=[CH:26][C:27]([CH:29]([CH3:31])[CH3:30])=[CH:28][C:23]=2[CH:20]([CH3:22])[CH3:21])(=[O:37])=[O:36])[CH2:13]1. The catalyst class is: 13. (5) Reactant: [OH-:1].[Na+].[CH:3]1([C@H:7]([NH:9][C:10]2[N:18]=C(C#N)[N:16]=[C:15]3[C:11]=2[N:12]([CH2:28][C:29]2[CH:34]=[CH:33][C:32]([C:35]([F:38])([F:37])[F:36])=[CH:31][CH:30]=2)[C:13]([CH:21]([O:23][CH2:24][CH:25]([CH3:27])[CH3:26])[CH3:22])=[N:14]3)[CH3:8])[CH2:6][CH2:5][CH2:4]1.[CH2:39]([OH:41])[CH3:40]. The catalyst class is: 6. Product: [CH:3]1([C@H:7]([NH:9][C:10]2[N:18]=[C:40]([C:39]([OH:1])=[O:41])[N:16]=[C:15]3[C:11]=2[N:12]([CH2:28][C:29]2[CH:34]=[CH:33][C:32]([C:35]([F:38])([F:37])[F:36])=[CH:31][CH:30]=2)[C:13]([CH:21]([O:23][CH2:24][CH:25]([CH3:27])[CH3:26])[CH3:22])=[N:14]3)[CH3:8])[CH2:6][CH2:5][CH2:4]1. (6) Reactant: [C:1](Cl)(Cl)=[O:2].[C:5]([O:9][C:10](=[O:31])[NH:11][CH2:12][C@H:13]([OH:30])[CH2:14][NH:15][C:16]1[CH:17]=[C:18]2[C:22](=[CH:23][CH:24]=1)[N:21]([CH:25]([CH2:27][CH3:28])[CH3:26])[C:20](=[O:29])[CH2:19]2)([CH3:8])([CH3:7])[CH3:6].C(N(CC)CC)C. Product: [C:5]([O:9][C:10](=[O:31])[NH:11][CH2:12][C@@H:13]1[O:30][C:1](=[O:2])[N:15]([C:16]2[CH:17]=[C:18]3[C:22](=[CH:23][CH:24]=2)[N:21]([CH:25]([CH2:27][CH3:28])[CH3:26])[C:20](=[O:29])[CH2:19]3)[CH2:14]1)([CH3:7])([CH3:6])[CH3:8]. The catalyst class is: 4.